Dataset: Reaction yield outcomes from USPTO patents with 853,638 reactions. Task: Predict the reaction yield, written as a fraction of the theoretical maximum amount of product (1.0 means a 100% yield; for example, 0.34 means a 34% yield). (1) The reactants are CS(O[CH:6]1[CH2:11][CH2:10][O:9][CH:8]([C:12]2[CH:17]=[CH:16][C:15]([Cl:18])=[CH:14][CH:13]=2)[CH2:7]1)(=O)=O.C([O-])([O-])=O.[K+].[K+].[F:25][C:26]([F:35])([F:34])[C:27]1[CH:28]=[C:29]([SH:33])[CH:30]=[CH:31][CH:32]=1. The catalyst is CN(C=O)C. The product is [Cl:18][C:15]1[CH:14]=[CH:13][C:12]([CH:8]2[CH2:7][CH:6]([S:33][C:29]3[CH:30]=[CH:31][CH:32]=[C:27]([C:26]([F:25])([F:34])[F:35])[CH:28]=3)[CH2:11][CH2:10][O:9]2)=[CH:17][CH:16]=1. The yield is 0.930. (2) The reactants are [OH:1][C:2]1[C:6]([C:7]#[N:8])=[C:5]([NH:9][C:10]2[CH:15]=[CH:14][CH:13]=[CH:12][CH:11]=2)[S:4][N:3]=1.[C:16]1(P(C2C=CC=CC=2)C2C=CC=CC=2)C=CC=CC=1.CO. The catalyst is C1COCC1. The product is [CH3:16][O:1][C:2]1[C:6]([C:7]#[N:8])=[C:5]([NH:9][C:10]2[CH:11]=[CH:12][CH:13]=[CH:14][CH:15]=2)[S:4][N:3]=1. The yield is 0.420. (3) The reactants are Cl.O1CCOCC1.C(OC([N:15]1[CH2:20][CH2:19][N:18]([C:21](=[S:40])[O:22][CH2:23][C:24]2[CH:29]=[CH:28][C:27]([O:30][CH2:31][C:32](=[O:39])[C:33]3[CH:38]=[CH:37][CH:36]=[CH:35][CH:34]=3)=[CH:26][CH:25]=2)[CH2:17][CH2:16]1)=O)(C)(C)C. The catalyst is C(OCC)(=O)C. The product is [N:18]1([C:21](=[S:40])[O:22][CH2:23][C:24]2[CH:25]=[CH:26][C:27]([O:30][CH2:31][C:32](=[O:39])[C:33]3[CH:34]=[CH:35][CH:36]=[CH:37][CH:38]=3)=[CH:28][CH:29]=2)[CH2:19][CH2:20][NH:15][CH2:16][CH2:17]1. The yield is 0.790. (4) The reactants are [CH3:1][NH:2][C:3]([NH2:5])=[O:4].CC([O-])(C)C.[K+].[CH3:12][C:13]([CH2:24][CH:25]=[C:26]([CH3:28])[CH3:27])([C:19](OCC)=[O:20])[C:14](OCC)=[O:15]. The catalyst is CN(C=O)C. The product is [CH3:1][N:2]1[C:19](=[O:20])[C:13]([CH3:12])([CH2:24][CH:25]=[C:26]([CH3:27])[CH3:28])[C:14](=[O:15])[NH:5][C:3]1=[O:4]. The yield is 0.940. (5) The reactants are C(OC(=O)[NH:7][C@H:8]([C:19](=[S:21])[NH2:20])[CH2:9][C:10]1[CH:15]=[CH:14][C:13]([N+:16]([O-:18])=[O:17])=[CH:12][CH:11]=1)(C)(C)C.Br[CH2:24][C:25](=O)[CH2:26][CH3:27].C(OCC)C. The catalyst is CC#N. The product is [CH2:26]([C:25]1[N:20]=[C:19]([C@@H:8]([NH2:7])[CH2:9][C:10]2[CH:11]=[CH:12][C:13]([N+:16]([O-:18])=[O:17])=[CH:14][CH:15]=2)[S:21][CH:24]=1)[CH3:27]. The yield is 0.900. (6) The reactants are [CH:1]1([N:4]2[CH2:9][C:8]3([CH2:14][CH2:13][N:12]([CH:15]([C:19]4[CH:24]=[CH:23][C:22]([C:25]5[CH:34]=[C:33]6[C:28]([CH:29]=[CH:30][CH:31]=[N:32]6)=[CH:27][CH:26]=5)=[CH:21][C:20]=4[F:35])[C:16]([OH:18])=O)[CH2:11][CH2:10]3)[O:7][CH2:6][C:5]2=[O:36])[CH2:3][CH2:2]1.Cl.C[N:39](C)CCCN=C=NCC.[Br-].[NH4+]. The catalyst is ClCCl.CN(C)C1C=CN=CC=1. The product is [CH:1]1([N:4]2[CH2:9][C:8]3([CH2:14][CH2:13][N:12]([CH:15]([C:19]4[CH:24]=[CH:23][C:22]([C:25]5[CH:34]=[C:33]6[C:28]([CH:29]=[CH:30][CH:31]=[N:32]6)=[CH:27][CH:26]=5)=[CH:21][C:20]=4[F:35])[C:16]([NH2:39])=[O:18])[CH2:11][CH2:10]3)[O:7][CH2:6][C:5]2=[O:36])[CH2:2][CH2:3]1. The yield is 0.350.